From a dataset of Forward reaction prediction with 1.9M reactions from USPTO patents (1976-2016). Predict the product of the given reaction. (1) Given the reactants [CH3:1][O:2][C:3]([C:5]1[S:6][CH:7]=[C:8]([Br:18])[C:9]=1OS(C(F)(F)F)(=O)=O)=O.[C:19]([O:23][CH3:24])(=[O:22])[CH2:20][SH:21].C1CCN2C(=NCCC2)CC1.Br[CH2:37][C:38]([O:40][CH2:41][CH3:42])=[O:39].C([O-])([O-])=O.[K+].[K+], predict the reaction product. The product is: [Br:18][C:8]1[C:9]2[S:21][C:20]([C:19]([OH:23])=[O:22])=[C:3]([O:2][CH2:1][C:38]([OH:40])=[O:39])[C:5]=2[S:6][CH:7]=1.[CH3:24][O:23][C:19]([C:20]1[S:21][C:9]2[C:8]([Br:18])=[CH:7][S:6][C:5]=2[C:3]=1[O:2][CH2:37][C:38]([O:40][CH2:41][CH3:42])=[O:39])=[O:22]. (2) Given the reactants [CH2:1]([C:3]1[C:12]2[C:7](=[CH:8][C:9]([O:13][CH3:14])=[CH:10][CH:11]=2)[C:6]([NH:15][CH:16]2[CH2:21][CH2:20][NH:19][CH2:18][CH2:17]2)=[N:5][N:4]=1)[CH3:2].[CH3:22][Si:23]([C:26]#[C:27][C:28]1[CH:35]=[CH:34][C:31]([CH:32]=O)=[CH:30][CH:29]=1)([CH3:25])[CH3:24], predict the reaction product. The product is: [CH2:1]([C:3]1[C:12]2[C:7](=[CH:8][C:9]([O:13][CH3:14])=[CH:10][CH:11]=2)[C:6]([NH:15][CH:16]2[CH2:21][CH2:20][N:19]([CH2:32][C:31]3[CH:34]=[CH:35][C:28]([C:27]#[C:26][Si:23]([CH3:24])([CH3:22])[CH3:25])=[CH:29][CH:30]=3)[CH2:18][CH2:17]2)=[N:5][N:4]=1)[CH3:2]. (3) Given the reactants Cl.[NH2:2][CH2:3][C:4]([O:6][CH2:7][CH3:8])=[O:5].C(N(CC)CC)C.[C:16]([O:20][C:21]([N:23]1[CH2:27][CH2:26][CH2:25][CH:24]1[C:28](O)=[O:29])=[O:22])([CH3:19])([CH3:18])[CH3:17].C1(N=C=NC2CCCCC2)CCCCC1, predict the reaction product. The product is: [CH2:7]([O:6][C:4](=[O:5])[CH2:3][NH:2][C:28]([CH:24]1[CH2:25][CH2:26][CH2:27][N:23]1[C:21]([O:20][C:16]([CH3:19])([CH3:18])[CH3:17])=[O:22])=[O:29])[CH3:8].